This data is from Reaction yield outcomes from USPTO patents with 853,638 reactions. The task is: Predict the reaction yield, written as a fraction of the theoretical maximum amount of product (1.0 means a 100% yield; for example, 0.34 means a 34% yield). (1) The reactants are [C:1]([C:6]1[CH:7]=[CH:8][C:9]([O:29]C)=[C:10]([CH:28]=1)[C:11]([NH:13][C:14]1[CH:19]=[C:18]([C:20]([F:23])([F:22])[F:21])[CH:17]=[C:16]([C:24]([F:27])([F:26])[F:25])[CH:15]=1)=[O:12])(=[O:5])[CH:2]([CH3:4])[CH3:3].N1C(C)=CC(C)=CC=1C.[I-].[Li+].Cl. No catalyst specified. The product is [F:21][C:20]([F:22])([F:23])[C:18]1[CH:19]=[C:14]([NH:13][C:11](=[O:12])[C:10]2[CH:28]=[C:6]([C:1](=[O:5])[CH:2]([CH3:3])[CH3:4])[CH:7]=[CH:8][C:9]=2[OH:29])[CH:15]=[C:16]([C:24]([F:26])([F:27])[F:25])[CH:17]=1. The yield is 0.653. (2) The reactants are [F:1][C:2]1([F:44])[CH2:6][CH:5]([CH2:7][CH2:8][C@@H:9]2[N:14]([S:15]([C:18]3[CH:23]=[CH:22][CH:21]=[CH:20][CH:19]=3)(=[O:17])=[O:16])[CH2:13][CH2:12][N:11]([C:24]([O:26][CH2:27][C:28]3[CH:33]=[CH:32][CH:31]=[CH:30][CH:29]=3)=[O:25])[CH2:10]2)[CH:4]([NH:34]C(OCC[Si](C)(C)C)=O)[CH2:3]1.CCCC[N+](CCCC)(CCCC)CCCC.[F-]. The catalyst is C1COCC1. The product is [NH2:34][CH:4]1[CH2:3][C:2]([F:44])([F:1])[CH2:6][CH:5]1[CH2:7][CH2:8][C@@H:9]1[N:14]([S:15]([C:18]2[CH:23]=[CH:22][CH:21]=[CH:20][CH:19]=2)(=[O:16])=[O:17])[CH2:13][CH2:12][N:11]([C:24]([O:26][CH2:27][C:28]2[CH:29]=[CH:30][CH:31]=[CH:32][CH:33]=2)=[O:25])[CH2:10]1. The yield is 0.610.